The task is: Predict the product of the given reaction.. This data is from Forward reaction prediction with 1.9M reactions from USPTO patents (1976-2016). Given the reactants [CH:1]([N:14]1[CH:18]=[C:17]([C:19]2[C:20]([C:47]([O:49]C(C)(C)C)=[O:48])=[N:21][C:22]([N:25]3[CH2:34][CH2:33][C:32]4[C:27](=[C:28]([C:35](=[O:46])[NH:36][C:37]5[S:38][C:39]6[CH:45]=[CH:44][CH:43]=[CH:42][C:40]=6[N:41]=5)[CH:29]=[CH:30][CH:31]=4)[CH2:26]3)=[CH:23][CH:24]=2)[CH:16]=[N:15]1)([C:8]1[CH:13]=[CH:12][CH:11]=[CH:10][CH:9]=1)[C:2]1[CH:7]=[CH:6][CH:5]=[CH:4][CH:3]=1.[OH-].[Li+], predict the reaction product. The product is: [S:38]1[C:39]2[CH:45]=[CH:44][CH:43]=[CH:42][C:40]=2[N:41]=[C:37]1[NH:36][C:35]([C:28]1[CH:29]=[CH:30][CH:31]=[C:32]2[C:27]=1[CH2:26][N:25]([C:22]1[N:21]=[C:20]([C:47]([OH:49])=[O:48])[C:19]([C:17]3[CH:16]=[N:15][N:14]([CH:1]([C:8]4[CH:13]=[CH:12][CH:11]=[CH:10][CH:9]=4)[C:2]4[CH:3]=[CH:4][CH:5]=[CH:6][CH:7]=4)[CH:18]=3)=[CH:24][CH:23]=1)[CH2:34][CH2:33]2)=[O:46].